From a dataset of Catalyst prediction with 721,799 reactions and 888 catalyst types from USPTO. Predict which catalyst facilitates the given reaction. (1) Reactant: [NH2:1][C:2]1[C:9]([NH2:10])=[CH:8][C:5]([C:6]#[N:7])=[C:4]([C:11]([F:14])([F:13])[F:12])[CH:3]=1.[F:15][C:16]([F:23])([F:22])[CH:17]([OH:21])[C:18](O)=O.Cl.C(=O)(O)[O-].[Na+]. Product: [F:15][C:16]([F:23])([F:22])[CH:17]([C:18]1[NH:1][C:2]2[CH:3]=[C:4]([C:11]([F:12])([F:13])[F:14])[C:5]([C:6]#[N:7])=[CH:8][C:9]=2[N:10]=1)[OH:21]. The catalyst class is: 69. (2) Reactant: [BH4-].[Na+].[O:3]=[S:4]1(=[O:27])[N:12]([C:13]2[CH:20]=[CH:19][C:16]([C:17]#[N:18])=[C:15]([C:21]([F:24])([F:23])[F:22])[CH:14]=2)[C:11](=[O:25])[C@@H:10]2[C@H:5]1[C@H:6]1[CH2:26][C@@H:9]2[CH:8]=[CH:7]1.[NH4+].[Cl-]. Product: [C:17]([C:16]1[CH:19]=[CH:20][C:13]([NH:12][S:4]([C@H:5]2[C@@H:10]([CH2:11][OH:25])[C@@H:9]3[CH2:26][C@H:6]2[CH:7]=[CH:8]3)(=[O:27])=[O:3])=[CH:14][C:15]=1[C:21]([F:24])([F:23])[F:22])#[N:18]. The catalyst class is: 36. (3) Reactant: [H-].[Na+].CN(C=O)C.[CH3:8][O:9][C:10]1[CH:17]=[CH:16][C:13]([CH2:14][OH:15])=[CH:12][CH:11]=1.Br[C:19]1[CH:20]=[CH:21][C:22]([C:25]#[N:26])=[N:23][CH:24]=1. Product: [CH3:8][O:9][C:10]1[CH:17]=[CH:16][C:13]([CH2:14][O:15][C:20]2[CH:19]=[CH:24][N:23]=[C:22]([C:25]#[N:26])[CH:21]=2)=[CH:12][CH:11]=1. The catalyst class is: 13. (4) Reactant: N.[N+:2]([C:5]1[C:6](=[O:12])[NH:7][C:8](=[O:11])[NH:9][CH:10]=1)([O-])=O. Product: [NH2:2][C:5]1[C:6](=[O:12])[NH:7][C:8](=[O:11])[NH:9][CH:10]=1. The catalyst class is: 6. (5) Reactant: [CH3:1][C:2]1[C:3]([N:21]2[CH2:26][CH2:25][O:24][CH2:23][CH2:22]2)=[N:4][C:5]([C:14]2[CH:15]=[C:16]([OH:20])[CH:17]=[CH:18][CH:19]=2)=[N:6][C:7]=1[NH:8][C@@H:9]1[CH2:13][CH2:12][O:11][CH2:10]1.Cl[CH2:28][CH:29]1[CH2:31][O:30]1.C([O-])([O-])=O.[K+].[K+]. Product: [CH3:1][C:2]1[C:7]([NH:8][C@@H:9]2[CH2:13][CH2:12][O:11][CH2:10]2)=[N:6][C:5]([C:14]2[CH:19]=[CH:18][CH:17]=[C:16]([O:20][CH2:28][CH:29]3[CH2:31][O:30]3)[CH:15]=2)=[N:4][C:3]=1[N:21]1[CH2:22][CH2:23][O:24][CH2:25][CH2:26]1. The catalyst class is: 23. (6) Reactant: [C:1]([O:5][C:6](=[O:17])[NH:7][C@H:8]([C:10]1[CH:15]=[CH:14][C:13](Br)=[CH:12][CH:11]=1)[CH3:9])([CH3:4])([CH3:3])[CH3:2].C([Li])CCC.[CH2:23]([O:30][C:31](=[O:41])[N:32]([CH2:34][C:35](N(OC)C)=[O:36])[CH3:33])[C:24]1[CH:29]=[CH:28][CH:27]=[CH:26][CH:25]=1.C(=O)([O-])O.[Na+]. Product: [CH2:23]([O:30][C:31](=[O:41])[N:32]([CH2:34][C:35]([C:13]1[CH:14]=[CH:15][C:10]([C@@H:8]([NH:7][C:6]([O:5][C:1]([CH3:4])([CH3:3])[CH3:2])=[O:17])[CH3:9])=[CH:11][CH:12]=1)=[O:36])[CH3:33])[C:24]1[CH:29]=[CH:28][CH:27]=[CH:26][CH:25]=1. The catalyst class is: 7. (7) The catalyst class is: 11. Reactant: C[CH:2]1[CH2:7][CH2:6][CH:5]([C:8](O)=O)[CH2:4][CH2:3]1.C1(P(N=[N+]=[N-])(C2C=CC=CC=2)=[O:18])C=CC=CC=1.C([N:30]([CH2:33]C)CC)C. Product: [N:30]([CH:2]1[CH2:3][CH2:4][CH:5]([CH3:8])[CH2:6][CH2:7]1)=[C:33]=[O:18].